This data is from HIV replication inhibition screening data with 41,000+ compounds from the AIDS Antiviral Screen. The task is: Binary Classification. Given a drug SMILES string, predict its activity (active/inactive) in a high-throughput screening assay against a specified biological target. (1) The drug is O=C1OC(c2ccccc2)(c2ccccc2)c2ccsc21. The result is 0 (inactive). (2) The drug is COc1ccc(CC2=CC(=O)C(=O)C=C2C)cc1. The result is 0 (inactive).